From a dataset of Catalyst prediction with 721,799 reactions and 888 catalyst types from USPTO. Predict which catalyst facilitates the given reaction. (1) Reactant: [Cl-].COC1N=C(OC)N=C([N+]2(C)CCOCC2)N=1.[Cl:19][C:20]1[CH:21]=[C:22]([NH:35][C:36]2[CH:41]=[CH:40][CH:39]=[CH:38][C:37]=2[NH:42][C:43](=[O:49])[CH2:44][CH2:45][C:46](O)=[O:47])[CH:23]=[CH:24][C:25]=1[C:26](=[O:34])[C:27]1[CH:32]=[CH:31][CH:30]=[CH:29][C:28]=1[CH3:33].[NH2:50][CH2:51][CH2:52][CH2:53][CH2:54][CH2:55][CH2:56][OH:57].Cl. Product: [Cl:19][C:20]1[CH:21]=[C:22]([NH:35][C:36]2[CH:41]=[CH:40][CH:39]=[CH:38][C:37]=2[NH:42][C:43](=[O:49])[CH2:44][CH2:45][C:46]([NH:50][CH2:51][CH2:52][CH2:53][CH2:54][CH2:55][CH2:56][OH:57])=[O:47])[CH:23]=[CH:24][C:25]=1[C:26](=[O:34])[C:27]1[CH:32]=[CH:31][CH:30]=[CH:29][C:28]=1[CH3:33]. The catalyst class is: 1. (2) Reactant: N1C=CN=[CH:2]1.[Si:6](Cl)([C:9]([CH3:12])([CH3:11])[CH3:10])(C)C.OCC1N[C:20](=[O:22])[CH2:19]CC1.[CH:23]1[CH:28]=CC=C[CH:24]=1.[CH3:29][N:30]([CH:32]=[O:33])C. Product: [C:9]([SiH2:6][O:22][C:20]([CH3:19])([CH3:2])[CH:29]1[NH:30][C:32](=[O:33])[CH2:28][CH2:23][CH2:24]1)([CH3:12])([CH3:11])[CH3:10]. The catalyst class is: 25. (3) Reactant: [CH:1]1([NH:5][C:6]2[C:7]3[CH:34]=[CH:33][NH:32][C:8]=3[N:9]=[C:10]([NH:12][C:13]3[CH:18]=[CH:17][C:16]([S:19]([N:22]([CH2:24][C:25]([O:27]CCCC)=[O:26])[CH3:23])(=[O:21])=[O:20])=[CH:15][CH:14]=3)[N:11]=2)[CH2:4][CH2:3][CH2:2]1.[OH-].[Na+].CC(O)=O.O. Product: [CH:1]1([NH:5][C:6]2[C:7]3[CH:34]=[CH:33][NH:32][C:8]=3[N:9]=[C:10]([NH:12][C:13]3[CH:18]=[CH:17][C:16]([S:19]([N:22]([CH2:24][C:25]([OH:27])=[O:26])[CH3:23])(=[O:20])=[O:21])=[CH:15][CH:14]=3)[N:11]=2)[CH2:4][CH2:3][CH2:2]1. The catalyst class is: 5.